From a dataset of Forward reaction prediction with 1.9M reactions from USPTO patents (1976-2016). Predict the product of the given reaction. (1) Given the reactants C([O:3][C:4]([C:6]1[C:10]([CH2:11][CH2:12][CH2:13][N:14]([CH3:16])[CH3:15])=[C:9]([CH:17]=[O:18])[NH:8][C:7]=1[CH3:19])=[O:5])C.[OH-].[Na+].O, predict the reaction product. The product is: [CH3:16][N:14]([CH3:15])[CH2:13][CH2:12][CH2:11][C:10]1[C:6]([C:4]([OH:5])=[O:3])=[C:7]([CH3:19])[NH:8][C:9]=1[CH:17]=[O:18]. (2) Given the reactants O[C:2]1([CH2:8][C:9]([O:11]CC)=[O:10])[CH2:7][CH2:6][O:5][CH2:4][CH2:3]1.[C:14](#[N:21])[C:15]1[CH:20]=[CH:19][CH:18]=[CH:17][CH:16]=1.S(=O)(=O)(O)[OH:23], predict the reaction product. The product is: [C:14]([NH:21][C:2]1([CH2:8][C:9]([OH:11])=[O:10])[CH2:3][CH2:4][O:5][CH2:6][CH2:7]1)(=[O:23])[C:15]1[CH:20]=[CH:19][CH:18]=[CH:17][CH:16]=1. (3) Given the reactants O[CH:2]([CH:9]1[CH2:13][CH2:12][CH2:11][C:10]1=[O:14])[CH2:3][CH2:4][CH2:5][CH2:6][CH2:7][CH3:8].C(O)(=O)C(O)=O, predict the reaction product. The product is: [CH:2](=[C:9]1[CH2:13][CH2:12][CH2:11][C:10]1=[O:14])[CH2:3][CH2:4][CH2:5][CH2:6][CH2:7][CH3:8].